Dataset: Full USPTO retrosynthesis dataset with 1.9M reactions from patents (1976-2016). Task: Predict the reactants needed to synthesize the given product. (1) Given the product [NH2:9][C:4]1[CH:5]=[CH:6][C:7]([OH:17])=[CH:2][C:3]=1[C:10]([OH:13])=[O:12], predict the reactants needed to synthesize it. The reactants are: Cl[C:2]1[CH:3]=[C:4]([NH2:9])[CH:5]=[CH:6][C:7]=1F.[C:10]([O-:13])(=[O:12])C.[K+].BrBr.[O-:17]S([O-])=O.[Na+].[Na+]. (2) Given the product [Cl:1][C:2]1[N:7]=[C:6]([NH:8][CH3:9])[C:5]([CH:10]=[O:12])=[CH:4][N:3]=1, predict the reactants needed to synthesize it. The reactants are: [Cl:1][C:2]1[N:7]=[C:6]([NH:8][CH3:9])[C:5]([CH:10]=C)=[CH:4][N:3]=1.[O:12]=[O+][O-].CSC. (3) The reactants are: [Br:1][C:2]1[C:3](=[O:17])[NH:4][C:5](=[O:16])[N:6]([CH2:8][CH2:9][C:10]2[CH:15]=[CH:14][CH:13]=[CH:12][CH:11]=2)[N:7]=1.[CH3:18]C1C=CC=CC=1CCI.C(I)CC1C=CC=CC=1. Given the product [Br:1][C:2]1[C:3](=[O:17])[NH:4][C:5](=[O:16])[N:6]([CH2:8][CH2:9][C:10]2[CH:15]=[CH:14][CH:13]=[C:12]([CH3:18])[CH:11]=2)[N:7]=1, predict the reactants needed to synthesize it. (4) Given the product [Br:14][CH2:15][CH2:16][CH2:17][N:4]1[C:3](=[O:13])[N:2]([CH3:1])[C:6]([C:7]2[CH:12]=[CH:11][CH:10]=[CH:9][CH:8]=2)=[N:5]1, predict the reactants needed to synthesize it. The reactants are: [CH3:1][N:2]1[C:6]([C:7]2[CH:12]=[CH:11][CH:10]=[CH:9][CH:8]=2)=[N:5][NH:4][C:3]1=[O:13].[Br:14][CH2:15][CH2:16][CH2:17]Br.[H-].[Na+].O. (5) Given the product [C:9]([C:8]1[CH:11]=[CH:12][C:5]([N:4]([CH2:3][CH2:2][F:1])[CH2:43][C:44]([O:46][CH3:47])=[O:45])=[CH:6][C:7]=1[C:13]([F:14])([F:15])[F:16])#[N:10], predict the reactants needed to synthesize it. The reactants are: [F:1][CH2:2][CH2:3][NH:4][C:5]1[CH:12]=[CH:11][C:8]([C:9]#[N:10])=[C:7]([C:13]([F:16])([F:15])[F:14])[CH:6]=1.FCCN(CCF)C1C=CC(C#N)=C(C(F)(F)F)C=1.C([O-])([O-])=O.[Cs+].[Cs+].Br[CH2:43][C:44]([O:46][CH3:47])=[O:45]. (6) Given the product [NH2:39][C:8]1[C:7]2[N:6]=[C:5]([CH2:17][NH:18][C:19]([CH2:21][CH:22]3[CH2:24][CH2:23]3)=[O:20])[N:4]([CH2:3][C:2]([OH:1])([CH3:26])[CH3:25])[C:16]=2[C:15]2[N:14]=[CH:13][CH:12]=[CH:11][C:10]=2[N:9]=1, predict the reactants needed to synthesize it. The reactants are: [OH:1][C:2]([CH3:26])([CH3:25])[CH2:3][N:4]1[C:16]2[C:15]3[N:14]=[CH:13][CH:12]=[CH:11][C:10]=3[N:9]=[CH:8][C:7]=2[N:6]=[C:5]1[CH2:17][NH:18][C:19]([CH2:21][CH:22]1[CH2:24][CH2:23]1)=[O:20].C1C=C(Cl)C=C(C(OO)=O)C=1.[OH-].[NH4+:39].C1(C)C=CC(S(Cl)(=O)=O)=CC=1.